Dataset: NCI-60 drug combinations with 297,098 pairs across 59 cell lines. Task: Regression. Given two drug SMILES strings and cell line genomic features, predict the synergy score measuring deviation from expected non-interaction effect. (1) Drug 1: C1=CC(=CC=C1C#N)C(C2=CC=C(C=C2)C#N)N3C=NC=N3. Drug 2: CS(=O)(=O)CCNCC1=CC=C(O1)C2=CC3=C(C=C2)N=CN=C3NC4=CC(=C(C=C4)OCC5=CC(=CC=C5)F)Cl. Cell line: SF-268. Synergy scores: CSS=-7.73, Synergy_ZIP=6.48, Synergy_Bliss=3.93, Synergy_Loewe=-6.44, Synergy_HSA=-6.57. (2) Drug 1: C1CN1P(=S)(N2CC2)N3CC3. Drug 2: C1=CC=C(C(=C1)C(C2=CC=C(C=C2)Cl)C(Cl)Cl)Cl. Cell line: SN12C. Synergy scores: CSS=11.9, Synergy_ZIP=-2.23, Synergy_Bliss=3.67, Synergy_Loewe=-8.21, Synergy_HSA=-1.11. (3) Drug 1: C1=CC(=C2C(=C1NCCNCCO)C(=O)C3=C(C=CC(=C3C2=O)O)O)NCCNCCO. Drug 2: C1=CN(C=N1)CC(O)(P(=O)(O)O)P(=O)(O)O. Cell line: SK-MEL-28. Synergy scores: CSS=3.99, Synergy_ZIP=-11.7, Synergy_Bliss=-25.1, Synergy_Loewe=-45.0, Synergy_HSA=-24.3. (4) Drug 1: C1=C(C(=O)NC(=O)N1)F. Drug 2: CC1=C(C(=O)C2=C(C1=O)N3CC4C(C3(C2COC(=O)N)OC)N4)N. Cell line: RPMI-8226. Synergy scores: CSS=71.2, Synergy_ZIP=-13.9, Synergy_Bliss=-22.4, Synergy_Loewe=-16.2, Synergy_HSA=-15.8. (5) Drug 1: C1CC(=O)NC(=O)C1N2C(=O)C3=CC=CC=C3C2=O. Drug 2: COCCOC1=C(C=C2C(=C1)C(=NC=N2)NC3=CC=CC(=C3)C#C)OCCOC.Cl. Cell line: U251. Synergy scores: CSS=-16.6, Synergy_ZIP=10.4, Synergy_Bliss=2.85, Synergy_Loewe=-16.8, Synergy_HSA=-17.4.